Dataset: Forward reaction prediction with 1.9M reactions from USPTO patents (1976-2016). Task: Predict the product of the given reaction. (1) The product is: [O:3]=[C:4]([CH3:9])[CH2:5][C:6]([O:7][CH2:2][CH:10]1[CH2:12][CH2:11]1)=[O:8]. Given the reactants C[C:2]1([CH3:10])[O:7][C:6](=[O:8])[CH:5]=[C:4]([CH3:9])[O:3]1.[CH:11]1(CO)C[CH2:12]1, predict the reaction product. (2) Given the reactants [C:1]([O:5][C:6](=[O:19])[N:7]([CH2:15][CH:16]([F:18])[F:17])[C:8]1[CH:9]=[N:10][CH:11]=[CH:12][C:13]=1I)([CH3:4])([CH3:3])[CH3:2].[Cl:20][C:21]1[CH:26]=[CH:25][CH:24]=[CH:23][C:22]=1B(O)O, predict the reaction product. The product is: [C:1]([O:5][C:6](=[O:19])[N:7]([C:8]1[CH:9]=[N:10][CH:11]=[CH:12][C:13]=1[C:22]1[CH:23]=[CH:24][CH:25]=[CH:26][C:21]=1[Cl:20])[CH2:15][CH:16]([F:18])[F:17])([CH3:4])([CH3:3])[CH3:2].